Dataset: Full USPTO retrosynthesis dataset with 1.9M reactions from patents (1976-2016). Task: Predict the reactants needed to synthesize the given product. (1) Given the product [CH3:26][O:25][C:23](=[O:24])[CH2:22][C:19]1[CH:20]=[CH:21][C:16]([O:15][C:2]2[CH:7]=[CH:6][C:5]([C:8]([F:11])([F:10])[F:9])=[CH:4][C:3]=2[N+:12]([O-:14])=[O:13])=[CH:17][CH:18]=1, predict the reactants needed to synthesize it. The reactants are: F[C:2]1[CH:7]=[CH:6][C:5]([C:8]([F:11])([F:10])[F:9])=[CH:4][C:3]=1[N+:12]([O-:14])=[O:13].[OH:15][C:16]1[CH:21]=[CH:20][C:19]([CH2:22][C:23]([O:25][CH3:26])=[O:24])=[CH:18][CH:17]=1.C(=O)([O-])[O-].[K+].[K+].O. (2) Given the product [OH:8][CH2:9][CH:10]([CH2:22][OH:23])[O:11][CH2:12][CH2:13][NH:14][C:15](=[O:21])[O:16][C:17]([CH3:18])([CH3:19])[CH3:20].[CH2:1]([O:8][CH2:9][CH:10]([CH2:22][OH:23])[O:11][CH2:12][CH2:13][NH:14][C:15](=[O:21])[O:16][C:17]([CH3:18])([CH3:19])[CH3:20])[C:2]1[CH:3]=[CH:4][CH:5]=[CH:6][CH:7]=1, predict the reactants needed to synthesize it. The reactants are: [CH2:1]([O:8][CH2:9][CH:10]([CH2:22][O:23]CC1C=CC=CC=1)[O:11][CH2:12][CH2:13][NH:14][C:15](=[O:21])[O:16][C:17]([CH3:20])([CH3:19])[CH3:18])[C:2]1[CH:7]=[CH:6][CH:5]=[CH:4][CH:3]=1. (3) Given the product [CH3:50][C:37]1[CH:38]=[C:39]([O:40][CH2:41][C:42]2([CH3:46])[CH2:45][O:44][CH2:43]2)[CH:47]=[C:48]([CH3:49])[C:36]=1[C:5]1[CH:4]=[CH:3][C:2]([F:1])=[C:10]2[C:6]=1[CH2:7][CH2:8][C@H:9]2[O:11][C:12]1[CH:25]=[CH:24][C:15]2[C@H:16]([CH2:19][C:20]([O:22][CH3:23])=[O:21])[CH2:17][O:18][C:14]=2[CH:13]=1, predict the reactants needed to synthesize it. The reactants are: [F:1][C:2]1[CH:3]=[CH:4][C:5](B2OC(C)(C)C(C)(C)O2)=[C:6]2[C:10]=1[C@H:9]([O:11][C:12]1[CH:25]=[CH:24][C:15]3[C@H:16]([CH2:19][C:20]([O:22][CH3:23])=[O:21])[CH2:17][O:18][C:14]=3[CH:13]=1)[CH2:8][CH2:7]2.Br[C:36]1[C:48]([CH3:49])=[CH:47][C:39]([O:40][CH2:41][C:42]2([CH3:46])[CH2:45][O:44][CH2:43]2)=[CH:38][C:37]=1[CH3:50].[O-]P([O-])([O-])=O.[K+].[K+].[K+]. (4) Given the product [Cl:19][CH:2]1[CH:3]=[CH:4][C:5]2[C:6](=[O:15])[CH:7]3[CH2:14][CH2:13][CH2:12][CH2:11][CH:8]3[CH2:9][C:10]=2[NH:1]1, predict the reactants needed to synthesize it. The reactants are: [NH:1]1[C:10]2[CH2:9][CH:8]3[CH2:11][CH2:12][CH2:13][CH2:14][CH:7]3[C:6](=[O:15])[C:5]=2[CH:4]=[CH:3][C:2]1=O.P(Cl)(Cl)([Cl:19])=O. (5) The reactants are: [F:1][CH:2]([F:22])[O:3][C:4]1[CH:9]=[CH:8][C:7]([NH:10][CH:11]2[CH2:16][CH2:15][N:14]([C@H:17]([CH3:21])[CH2:18][C:19]#[N:20])[CH2:13][CH2:12]2)=[CH:6][CH:5]=1.Cl.[C:24](Cl)(=[O:31])[C:25]1[CH:30]=[CH:29][CH:28]=[N:27][CH:26]=1.CCN(C(C)C)C(C)C. Given the product [C:19]([CH2:18][C@H:17]([N:14]1[CH2:15][CH2:16][CH:11]([N:10]([C:7]2[CH:6]=[CH:5][C:4]([O:3][CH:2]([F:1])[F:22])=[CH:9][CH:8]=2)[C:24](=[O:31])[C:25]2[CH:30]=[CH:29][CH:28]=[N:27][CH:26]=2)[CH2:12][CH2:13]1)[CH3:21])#[N:20], predict the reactants needed to synthesize it. (6) Given the product [F:16][C:17]1[CH:18]=[C:19]2[C:24](=[CH:25][C:26]=1[N:27]1[CH2:32][CH2:31][N:30]([CH3:33])[CH2:29][CH2:28]1)[N:23]=[C:22]([CH:34]=[CH:9][C:7]1[O:8][C:4]([N+:1]([O-:3])=[O:2])=[CH:5][CH:6]=1)[NH:21][C:20]2=[O:35], predict the reactants needed to synthesize it. The reactants are: [N+:1]([C:4]1[O:8][C:7]([CH:9]=O)=[CH:6][CH:5]=1)([O-:3])=[O:2].S(=O)(=O)(O)O.[F:16][C:17]1[CH:18]=[C:19]2[C:24](=[CH:25][C:26]=1[N:27]1[CH2:32][CH2:31][N:30]([CH3:33])[CH2:29][CH2:28]1)[N:23]=[C:22]([CH3:34])[NH:21][C:20]2=[O:35].C(OCC)(=O)C. (7) The reactants are: Br[C:2]1[CH:11]=[CH:10][C:9]([N+:12]([O-:14])=[O:13])=[CH:8][C:3]=1[C:4]([O:6][CH3:7])=[O:5].[F:15][C:16]1[CH:23]=[CH:22][C:19]([CH:20]=[CH2:21])=[CH:18][CH:17]=1.C(N(CCCC)CCCC)CCC.C(=O)(O)[O-].[Na+]. Given the product [F:15][C:16]1[CH:23]=[CH:22][C:19]([C:20]#[C:21][C:2]2[CH:11]=[CH:10][C:9]([N+:12]([O-:14])=[O:13])=[CH:8][C:3]=2[C:4]([O:6][CH3:7])=[O:5])=[CH:18][CH:17]=1, predict the reactants needed to synthesize it. (8) Given the product [Cl:1][C:2]1[CH:7]=[CH:6][CH:5]=[CH:4][C:3]=1[N:8]1[C:17](=[O:18])[C:16]2[CH:15]=[N:14][C:13]([NH:36][C:33]3[CH:34]=[C:35]4[C:30]([CH2:29][CH2:28][CH2:27][N:26]4[CH3:25])=[CH:31][CH:32]=3)=[N:12][C:11]=2[N:10]2[CH:22]=[CH:23][N:24]=[C:9]12, predict the reactants needed to synthesize it. The reactants are: [Cl:1][C:2]1[CH:7]=[CH:6][CH:5]=[CH:4][C:3]=1[N:8]1[C:17](=[O:18])[C:16]2[C:11](=[N:12][C:13](S(C)=O)=[N:14][CH:15]=2)[N:10]2[CH:22]=[CH:23][N:24]=[C:9]12.[CH3:25][N:26]1[C:35]2[C:30](=[CH:31][CH:32]=[C:33]([NH2:36])[CH:34]=2)[CH2:29][CH2:28][CH2:27]1. (9) Given the product [CH3:15][N:16]([O:17][CH3:18])[C:5](=[O:6])[C:4]1[CH:8]=[CH:9][C:10]([N+:11]([O-:13])=[O:12])=[C:2]([F:1])[CH:3]=1, predict the reactants needed to synthesize it. The reactants are: [F:1][C:2]1[CH:3]=[C:4]([CH:8]=[CH:9][C:10]=1[N+:11]([O-:13])=[O:12])[C:5](O)=[O:6].Cl.[CH3:15][NH:16][O:17][CH3:18].Cl.CN(C)CCCN=C=NCC.C(N(C1C=CC=CN=1)CC)C.